This data is from CYP2D6 inhibition data for predicting drug metabolism from PubChem BioAssay. The task is: Regression/Classification. Given a drug SMILES string, predict its absorption, distribution, metabolism, or excretion properties. Task type varies by dataset: regression for continuous measurements (e.g., permeability, clearance, half-life) or binary classification for categorical outcomes (e.g., BBB penetration, CYP inhibition). Dataset: cyp2d6_veith. (1) The drug is CCOC(=O)c1oc2ccccc2c1NC(=O)c1ccc(S(=O)(=O)N(C)C)cc1. The result is 0 (non-inhibitor). (2) The drug is CSCC[C@H](C=O)NC(=O)[C@H](CC(C)C)NC(=O)[C@H](CC(C)C)NC(C)=O. The result is 0 (non-inhibitor). (3) The drug is CC(=O)O/C(=C1/C[C@H]2[C@@H]3CC=C4C[C@@H](OC(C)=O)CC[C@]4(C)[C@@H]3CC[C@]2(C)C1=O)C(F)(F)F. The result is 0 (non-inhibitor). (4) The compound is COc1ccc2[nH]c3c(NCCCN4CCCC4=O)ncnc3c2c1. The result is 0 (non-inhibitor). (5) The drug is Cc1ccc(C(=O)C(OC(=O)CCC(=O)Nc2cccc(C)c2)c2ccccc2)cc1. The result is 1 (inhibitor). (6) The compound is CC(C)CO/N=C1/C[C@@H](O)[C@@H](O)[C@H]2[C@@H]1CC[C@@H]1C(=O)N(C(C)(C)C)C(=O)[C@H]12. The result is 0 (non-inhibitor).